Regression/Classification. Given a drug SMILES string, predict its toxicity properties. Task type varies by dataset: regression for continuous values (e.g., LD50, hERG inhibition percentage) or binary classification for toxic/non-toxic outcomes (e.g., AMES mutagenicity, cardiotoxicity, hepatotoxicity). Dataset: herg_karim. From a dataset of hERG potassium channel inhibition data for cardiac toxicity prediction from Karim et al.. (1) The compound is NC(=O)Nc1cc(-c2cccc(F)c2)sc1C(=O)N[C@H]1CCCNC1. The result is 0 (non-blocker). (2) The drug is C[C@@H]1c2nnc(-c3ccccn3)n2CCN1C(=O)c1cccc(Cl)c1Cl. The result is 0 (non-blocker).